This data is from Tox21: 12 toxicity assays (nuclear receptors and stress response pathways). The task is: Binary classification across 12 toxicity assays. (1) The compound is C=CC(=O)OCC(C)O. It tested positive (active) for: NR-PPAR-gamma (PPAR-gamma nuclear receptor agonist), and SR-ARE (Antioxidant Response Element (oxidative stress)). (2) The molecule is O=[N+]([O-])c1cccc2cccc([N+](=O)[O-])c12. It tested positive (active) for: NR-AhR (Aryl hydrocarbon Receptor agonist activity), and SR-ARE (Antioxidant Response Element (oxidative stress)). (3) The molecule is Cc1nnc(-c2ccccc2)c(=O)n1N. It tested positive (active) for: NR-AhR (Aryl hydrocarbon Receptor agonist activity). (4) The molecule is CSc1ccc(/C=C2/C(C)=C(CC(=O)O)c3cc(F)ccc32)cc1. It tested positive (active) for: NR-AhR (Aryl hydrocarbon Receptor agonist activity), and NR-PPAR-gamma (PPAR-gamma nuclear receptor agonist). (5) The compound is CCCN(CCC)S(=O)(=O)c1ccc(C(=O)O)cc1. It tested positive (active) for: NR-AR (Androgen Receptor agonist activity), and NR-ER-LBD (Estrogen Receptor Ligand Binding Domain agonist). (6) The compound is CCCCN(CCCC)SN(C)C(=O)Oc1cccc2c1OC(C)(C)C2. It tested positive (active) for: NR-AhR (Aryl hydrocarbon Receptor agonist activity), NR-ER (Estrogen Receptor agonist activity), and SR-HSE (Heat Shock Element response). (7) The drug is COc1cc2nc(N(C)CCCNC(=O)C3CCCO3)nc(N)c2cc1OC. It tested positive (active) for: SR-ARE (Antioxidant Response Element (oxidative stress)).